Task: Regression. Given a peptide amino acid sequence and an MHC pseudo amino acid sequence, predict their binding affinity value. This is MHC class II binding data.. Dataset: Peptide-MHC class II binding affinity with 134,281 pairs from IEDB The peptide sequence is VDVVLEHGGCVTTMA. The MHC is DRB1_1501 with pseudo-sequence DRB1_1501. The binding affinity (normalized) is 0.525.